This data is from Catalyst prediction with 721,799 reactions and 888 catalyst types from USPTO. The task is: Predict which catalyst facilitates the given reaction. (1) Reactant: [C:1]([C:3]1[C:11]([F:12])=[CH:10][CH:9]=[C:8]2[C:4]=1[CH2:5][CH2:6][CH:7]2[CH2:13][N:14]([CH2:22][CH:23]=C)[C:15](=[O:21])[O:16][C:17]([CH3:20])([CH3:19])[CH3:18])#[N:2].O=[O+][O-].CSC.Cl.[NH2:32][CH2:33][C:34]([O:36][CH2:37][CH3:38])=[O:35].C([BH3-])#N.[Na+]. Product: [C:17]([O:16][C:15]([N:14]([CH2:13][CH:7]1[C:8]2[C:4](=[C:3]([C:1]#[N:2])[C:11]([F:12])=[CH:10][CH:9]=2)[CH2:5][CH2:6]1)[CH2:22][CH2:23][NH:32][CH2:33][C:34]([O:36][CH2:37][CH3:38])=[O:35])=[O:21])([CH3:18])([CH3:19])[CH3:20]. The catalyst class is: 191. (2) Reactant: Cl.[Cl:2][C:3]1[CH:4]=[C:5]2[C:9](=[CH:10][CH:11]=1)[NH:8][CH:7]=[C:6]2[CH2:12][CH2:13][NH2:14].[CH3:15][N:16]1[C:20]([C:21](Cl)=[O:22])=[CH:19][CH:18]=[N:17]1.C(N(CC)CC)C.C(OCC)(=O)C. Product: [Cl:2][C:3]1[CH:4]=[C:5]2[C:9](=[CH:10][CH:11]=1)[NH:8][CH:7]=[C:6]2[CH2:12][CH2:13][NH:14][C:21]([C:20]1[N:16]([CH3:15])[N:17]=[CH:18][CH:19]=1)=[O:22]. The catalyst class is: 4. (3) Reactant: [F:1][C:2]1[CH:3]=[CH:4][C:5]([CH2:8]O)=[N:6][CH:7]=1.S(Cl)([Cl:12])=O. Product: [Cl:12][CH2:8][C:5]1[CH:4]=[CH:3][C:2]([F:1])=[CH:7][N:6]=1. The catalyst class is: 2. (4) Reactant: [Cl:1][C:2]1[CH:7]=[CH:6][C:5]([C:8]([N:16]2[C:24]3[C:19](=[C:20]([NH:25][C:26](=[O:32])[O:27][C:28]([CH3:31])([CH3:30])[CH3:29])[CH:21]=[CH:22][CH:23]=3)[CH:18]=[N:17]2)([CH2:11][C:12]([F:15])([F:14])[F:13])[CH2:9][OH:10])=[CH:4][CH:3]=1.CC(OI1(OC(C)=O)(OC(C)=O)OC(=O)C2C=CC=CC1=2)=O. Product: [Cl:1][C:2]1[CH:7]=[CH:6][C:5]([C:8]([N:16]2[C:24]3[C:19](=[C:20]([NH:25][C:26](=[O:32])[O:27][C:28]([CH3:30])([CH3:29])[CH3:31])[CH:21]=[CH:22][CH:23]=3)[CH:18]=[N:17]2)([CH2:11][C:12]([F:14])([F:15])[F:13])[CH:9]=[O:10])=[CH:4][CH:3]=1. The catalyst class is: 34.